From a dataset of Full USPTO retrosynthesis dataset with 1.9M reactions from patents (1976-2016). Predict the reactants needed to synthesize the given product. (1) Given the product [CH3:50][N:51]([CH2:11][C:12]1[CH:13]=[CH:14][C:15]2[CH:20]([NH:21][C:22](=[O:45])[CH2:23][CH:24]([NH:31][S:32]([C:35]3[CH:44]=[CH:43][C:42]4[C:37](=[CH:38][CH:39]=[CH:40][CH:41]=4)[CH:36]=3)(=[O:33])=[O:34])[C:25]3[CH:30]=[CH:29][CH:28]=[CH:27][CH:26]=3)[CH2:19][S:18](=[O:47])(=[O:46])[N:17]([CH3:48])[C:16]=2[CH:49]=1)[CH3:52], predict the reactants needed to synthesize it. The reactants are: CS(OS(C)(=O)=O)(=O)=O.O[CH2:11][C:12]1[CH:13]=[CH:14][C:15]2[CH:20]([NH:21][C:22](=[O:45])[CH2:23][CH:24]([NH:31][S:32]([C:35]3[CH:44]=[CH:43][C:42]4[C:37](=[CH:38][CH:39]=[CH:40][CH:41]=4)[CH:36]=3)(=[O:34])=[O:33])[C:25]3[CH:30]=[CH:29][CH:28]=[CH:27][CH:26]=3)[CH2:19][S:18](=[O:47])(=[O:46])[N:17]([CH3:48])[C:16]=2[CH:49]=1.[CH3:50][N:51]1CCOC[CH2:52]1.N(C)C.S([O-])(=O)(=O)C. (2) Given the product [CH3:28][C:22]1([CH3:29])[C:21]2[C:26](=[CH:27][C:18]([CH:12]([CH2:13][CH2:14][CH2:15][CH2:16][CH3:17])[C:11]([NH:10][C:7]3[CH:6]=[CH:5][C:4]([C:3]([OH:31])=[O:2])=[CH:9][CH:8]=3)=[O:30])=[CH:19][CH:20]=2)[O:25][CH2:24][CH2:23]1, predict the reactants needed to synthesize it. The reactants are: C[O:2][C:3](=[O:31])[C:4]1[CH:9]=[CH:8][C:7]([NH:10][C:11](=[O:30])[CH:12]([C:18]2[CH:27]=[C:26]3[C:21]([C:22]([CH3:29])([CH3:28])[CH2:23][CH2:24][O:25]3)=[CH:20][CH:19]=2)[CH2:13][CH2:14][CH2:15][CH2:16][CH3:17])=[CH:6][CH:5]=1.O.[OH-].[Li+].Cl. (3) Given the product [Cl:1][C:2]1[CH:3]=[C:4]([N:8]2[C:9]3[C:18]4[C:13]([N:12]=[CH:11][N:10]=3)=[CH:14][C:15]([O:22][CH3:23])=[C:16]([O:20][CH3:21])[C:17]=4[NH:19][C:24]2=[O:25])[CH:5]=[CH:6][CH:7]=1, predict the reactants needed to synthesize it. The reactants are: [Cl:1][C:2]1[CH:3]=[C:4]([NH:8][C:9]2[C:18]3[C:17]([NH2:19])=[C:16]([O:20][CH3:21])[C:15]([O:22][CH3:23])=[CH:14][C:13]=3[N:12]=[CH:11][N:10]=2)[CH:5]=[CH:6][CH:7]=1.[C:24](N1C=CN=C1)(N1C=CN=C1)=[O:25]. (4) Given the product [N:1]1([CH:7]2[CH2:12][CH2:11][N:10]([C:13]([C:15]3[CH:16]=[C:17]4[C:21](=[CH:22][CH:23]=3)[N:20]([C:39]3[CH:38]=[CH:37][CH:36]=[C:35]([Cl:34])[CH:40]=3)[C:19]([C:24]([N:26]3[CH2:31][CH2:30][C:29]([F:33])([F:32])[CH2:28][CH2:27]3)=[O:25])=[CH:18]4)=[O:14])[CH2:9][CH2:8]2)[CH2:2][CH2:3][CH2:4][CH2:5][CH2:6]1, predict the reactants needed to synthesize it. The reactants are: [N:1]1([CH:7]2[CH2:12][CH2:11][N:10]([C:13]([C:15]3[CH:16]=[C:17]4[C:21](=[CH:22][CH:23]=3)[NH:20][C:19]([C:24]([N:26]3[CH2:31][CH2:30][C:29]([F:33])([F:32])[CH2:28][CH2:27]3)=[O:25])=[CH:18]4)=[O:14])[CH2:9][CH2:8]2)[CH2:6][CH2:5][CH2:4][CH2:3][CH2:2]1.[Cl:34][C:35]1[CH:36]=[C:37](B(O)O)[CH:38]=[CH:39][CH:40]=1.N1C=CC=CC=1. (5) Given the product [OH:25][NH:24][C:3](=[O:2])[CH2:4][CH2:5][CH2:6][CH2:7][CH2:8][NH:9][C:10]([NH:12][S:13]([C:16]1[CH:21]=[CH:20][C:19]([CH3:22])=[CH:18][CH:17]=1)(=[O:15])=[O:14])=[O:11], predict the reactants needed to synthesize it. The reactants are: C[O:2][C:3](=O)[CH2:4][CH2:5][CH2:6][CH2:7][CH2:8][NH:9][C:10]([NH:12][S:13]([C:16]1[CH:21]=[CH:20][C:19]([CH3:22])=[CH:18][CH:17]=1)(=[O:15])=[O:14])=[O:11].[NH2:24][OH:25].Cl.C[O-].[Na+]. (6) Given the product [CH3:4][O:5][C:6]([C:8]1[CH:9]=[C:10]2[C:15](=[CH:16][CH:17]=1)[N:14]=[C:13]([NH:2][NH2:3])[C:12]([Cl:19])=[N:11]2)=[O:7], predict the reactants needed to synthesize it. The reactants are: O.[NH2:2][NH2:3].[CH3:4][O:5][C:6]([C:8]1[CH:9]=[C:10]2[C:15](=[CH:16][CH:17]=1)[N:14]=[C:13](Cl)[C:12]([Cl:19])=[N:11]2)=[O:7]. (7) Given the product [ClH:10].[ClH:38].[CH2:6]([C@@H:2]1[CH2:3][NH:22][CH2:23][CH2:24][NH:1]1)[CH3:7], predict the reactants needed to synthesize it. The reactants are: [NH2:1][C@H:2]([CH2:6][CH3:7])[C:3](O)=O.S(Cl)([Cl:10])=O.C([NH:22][CH2:23][C:24](O)=O)(OCC1C=CC=CC=1)=O.O.ON1C2C=CC=CC=2N=N1.[ClH:38].CN(C)CCCN=C=NCC.C(N(CC)CC)C.[H][H].B.O1CCCC1. (8) Given the product [N:1]1[CH:10]=[CH:11][N:3]2[CH:4]=[CH:5][N:6]=[CH:7][C:2]=12, predict the reactants needed to synthesize it. The reactants are: [NH2:1][C:2]1[CH:7]=[N:6][CH:5]=[CH:4][N:3]=1.CO[CH:10](OC)[CH2:11]Br.Br. (9) Given the product [CH2:1]([C:3]1[N:11]=[C:10]([C:12]([F:15])([F:14])[F:13])[N:9]=[C:8]2[C:4]=1[N:5]=[CH:6][N:7]2[C:16]1[CH:17]=[CH:18][C:19]([OH:22])=[CH:20][CH:21]=1)[CH3:2], predict the reactants needed to synthesize it. The reactants are: [CH2:1]([C:3]1[N:11]=[C:10]([C:12]([F:15])([F:14])[F:13])[N:9]=[C:8]2[C:4]=1[N:5]=[CH:6][N:7]2[C:16]1[CH:21]=[CH:20][C:19]([O:22]CC2C=CC=CC=2)=[CH:18][CH:17]=1)[CH3:2].CO.[H][H]. (10) Given the product [Cl:1][C:2]1[C:7]([C:8]([NH:12][C@@H:13]([CH3:16])[CH2:14][OH:15])=[O:9])=[C:6]([Cl:11])[N:5]=[CH:4][N:3]=1, predict the reactants needed to synthesize it. The reactants are: [Cl:1][C:2]1[C:7]([C:8](Cl)=[O:9])=[C:6]([Cl:11])[N:5]=[CH:4][N:3]=1.[NH2:12][C@@H:13]([CH3:16])[CH2:14][OH:15].CCN(C(C)C)C(C)C.